This data is from Forward reaction prediction with 1.9M reactions from USPTO patents (1976-2016). The task is: Predict the product of the given reaction. (1) Given the reactants [C:1]([O:5][C:6]([N:8]1[C:16]2[C:11](=[CH:12][C:13]([OH:17])=[CH:14][CH:15]=2)[CH:10]=[CH:9]1)=[O:7])([CH3:4])([CH3:3])[CH3:2].CC(OC(/N=N/C(OC(C)C)=O)=O)C.C1(P(C2C=CC=CC=2)C2C=CC=CC=2)C=CC=CC=1.[C:51]([O:54][C@@H:55]1[C@@H:61]([O:62][C:63](=[O:65])[CH3:64])[C@H:60]([O:66][C:67](=[O:69])[CH3:68])[CH2:59][S:58][CH:56]1O)(=[O:53])[CH3:52], predict the reaction product. The product is: [CH3:3][C:1]([O:5][C:6]([N:8]1[C:16]2[C:11](=[CH:12][C:13]([O:17][CH:56]3[S:58][CH2:59][C@@H:60]([O:66][C:67](=[O:69])[CH3:68])[C@H:61]([O:62][C:63](=[O:65])[CH3:64])[C@H:55]3[O:54][C:51](=[O:53])[CH3:52])=[CH:14][CH:15]=2)[CH:10]=[CH:9]1)=[O:7])([CH3:4])[CH3:2]. (2) Given the reactants Br[C:2]([C@:4]([C:28](=[O:35])[C:29]1[CH:34]=[CH:33][CH:32]=[CH:31][CH:30]=1)([C@:6]([C:20](=[O:27])[C:21]1[CH:26]=[CH:25][CH:24]=[CH:23][CH:22]=1)([C@:8]([C:12](=[O:19])[C:13]1[CH:18]=[CH:17][CH:16]=[CH:15][CH:14]=1)([CH2:10][OH:11])[OH:9])[OH:7])[OH:5])=[O:3].O, predict the reaction product. The product is: [C:28]([C@@:4]([C@:6]([C:20](=[O:27])[C:21]1[CH:22]=[CH:23][CH:24]=[CH:25][CH:26]=1)([C@:8]([C:12](=[O:19])[C:13]1[CH:14]=[CH:15][CH:16]=[CH:17][CH:18]=1)([CH2:10][OH:11])[OH:9])[OH:7])([OH:5])[CH:2]=[O:3])(=[O:35])[C:29]1[CH:30]=[CH:31][CH:32]=[CH:33][CH:34]=1. (3) Given the reactants [CH3:1][O-:2].[Na+].[CH:4]1([C:7]2[C:8](=[O:32])[NH:9][C:10](/[C:13](/[C:21]3[CH:26]=[CH:25][C:24]([S:27]([CH3:30])(=[O:29])=[O:28])=[C:23](F)[CH:22]=3)=[CH:14]/[C@H:15]3[CH2:19][CH2:18][C:17](=[O:20])[NH:16]3)=[CH:11][CH:12]=2)[CH2:6][CH2:5]1.O, predict the reaction product. The product is: [CH:4]1([C:7]2[C:8](=[O:32])[NH:9][C:10](/[C:13](/[C:21]3[CH:26]=[CH:25][C:24]([S:27]([CH3:30])(=[O:29])=[O:28])=[C:23]([O:2][CH3:1])[CH:22]=3)=[CH:14]/[C@H:15]3[CH2:19][CH2:18][C:17](=[O:20])[NH:16]3)=[CH:11][CH:12]=2)[CH2:6][CH2:5]1. (4) Given the reactants Br[CH2:2][CH2:3][O:4][C:5]1[CH:10]=[CH:9][C:8]([NH:11][C:12](=[O:20])[C:13]2[CH:18]=[CH:17][CH:16]=[C:15]([F:19])[CH:14]=2)=[CH:7][C:6]=1[C:21]1[N:25]([CH3:26])[N:24]=[CH:23][CH:22]=1.[NH2:27][C:28]1[S:29][CH:30]=[C:31]([CH3:33])[N:32]=1.[H-].[Na+], predict the reaction product. The product is: [F:19][C:15]1[CH:14]=[C:13]([CH:18]=[CH:17][CH:16]=1)[C:12]([NH:11][C:8]1[CH:9]=[CH:10][C:5]([O:4][CH2:3][CH2:2][NH:27][C:28]2[S:29][CH:30]=[C:31]([CH3:33])[N:32]=2)=[C:6]([C:21]2[N:25]([CH3:26])[N:24]=[CH:23][CH:22]=2)[CH:7]=1)=[O:20]. (5) Given the reactants [CH3:1][N:2]1[CH:6]=[CH:5][N:4]=[CH:3]1.C(#N)C.Cl[C:11]([O:13][CH2:14][CH3:15])=[O:12], predict the reaction product. The product is: [CH3:1][N:2]1[CH:6]=[CH:5][N:4]=[C:3]1[C:11]([O:13][CH2:14][CH3:15])=[O:12]. (6) Given the reactants Br[C:2]1[CH:3]=[C:4]([NH:14][C:15]([C:17]2[N:18]=[N:19][CH:20]=[CH:21][CH:22]=2)=[O:16])[CH:5]=[N:6][C:7]=1[O:8][CH2:9][C:10]([F:13])([F:12])[F:11].[CH2:23]([C:25]1[CH:30]=[CH:29][C:28](B(O)O)=[CH:27][CH:26]=1)[CH3:24], predict the reaction product. The product is: [CH2:23]([C:25]1[CH:30]=[CH:29][C:28]([C:2]2[CH:3]=[C:4]([NH:14][C:15]([C:17]3[N:18]=[N:19][CH:20]=[CH:21][CH:22]=3)=[O:16])[CH:5]=[N:6][C:7]=2[O:8][CH2:9][C:10]([F:13])([F:12])[F:11])=[CH:27][CH:26]=1)[CH3:24]. (7) Given the reactants [F:1][C:2]1[C:36]([C:37]([F:40])([F:39])[F:38])=[N:35][CH:34]=[CH:33][C:3]=1[C:4]([N:6]1[CH2:11][CH2:10][CH:9]([N:12]2[CH2:15][C:14]([CH2:30][C:31]#[N:32])([N:16]3[CH:20]=[C:19](B4OC(C)(C)C(C)(C)O4)[CH:18]=[N:17]3)[CH2:13]2)[CH2:8][CH2:7]1)=[O:5].Cl[C:42]1[C:43]2[CH:50]=[CH:49][NH:48][C:44]=2[N:45]=[CH:46][N:47]=1.C(=O)(O)[O-].[Na+].O, predict the reaction product. The product is: [N:45]1[C:44]2[NH:48][CH:49]=[CH:50][C:43]=2[C:42]([C:19]2[CH:18]=[N:17][N:16]([C:14]3([CH2:30][C:31]#[N:32])[CH2:13][N:12]([CH:9]4[CH2:8][CH2:7][N:6]([C:4](=[O:5])[C:3]5[CH:33]=[CH:34][N:35]=[C:36]([C:37]([F:40])([F:38])[F:39])[C:2]=5[F:1])[CH2:11][CH2:10]4)[CH2:15]3)[CH:20]=2)=[N:47][CH:46]=1. (8) Given the reactants [CH2:1]([O:3][C:4]([C:6]1[CH:7]=[N:8][N:9]2[C:14]([C:15]3[CH:20]=[CH:19][CH:18]=[C:17]([N+:21]([O-])=O)[CH:16]=3)=[CH:13][CH:12]=[N:11][C:10]=12)=[O:5])[CH3:2].[Cl-].[NH4+], predict the reaction product. The product is: [CH2:1]([O:3][C:4]([C:6]1[CH:7]=[N:8][N:9]2[C:14]([C:15]3[CH:20]=[CH:19][CH:18]=[C:17]([NH2:21])[CH:16]=3)=[CH:13][CH:12]=[N:11][C:10]=12)=[O:5])[CH3:2].